Dataset: Catalyst prediction with 721,799 reactions and 888 catalyst types from USPTO. Task: Predict which catalyst facilitates the given reaction. (1) Reactant: Br[CH2:2][C:3]1[C:17]([F:18])=[CH:16][C:6]([C:7]([NH:9][S:10]([N:13]([CH3:15])[CH3:14])(=[O:12])=[O:11])=[O:8])=[C:5]([F:19])[CH:4]=1.[Cl:20][C:21]1[CH:22]=[C:23]([OH:28])[CH:24]=[CH:25][C:26]=1[Cl:27].C(=O)([O-])[O-].[K+].[K+].Cl. The catalyst class is: 58. Product: [Cl:20][C:21]1[CH:22]=[C:23]([CH:24]=[CH:25][C:26]=1[Cl:27])[O:28][CH2:2][C:3]1[C:17]([F:18])=[CH:16][C:6]([C:7]([NH:9][S:10]([N:13]([CH3:15])[CH3:14])(=[O:12])=[O:11])=[O:8])=[C:5]([F:19])[CH:4]=1. (2) Reactant: [Br:1][C:2]1[CH:3]=[C:4]([NH:13][C:14](=O)[CH2:15][C:16]([CH3:19])([CH3:18])[CH3:17])[C:5]([NH:8][CH2:9][CH:10]2[CH2:12][CH2:11]2)=[N:6][CH:7]=1.[OH-].[Na+]. Product: [Br:1][C:2]1[CH:3]=[C:4]2[N:13]=[C:14]([CH2:15][C:16]([CH3:19])([CH3:18])[CH3:17])[N:8]([CH2:9][CH:10]3[CH2:12][CH2:11]3)[C:5]2=[N:6][CH:7]=1. The catalyst class is: 8. (3) Reactant: [F:1][C:2]1[C:7]([F:8])=[CH:6][CH:5]=[CH:4][C:3]=1[C:9](=[N:36][OH:37])[CH2:10][O:11][CH:12]([CH:34]=[CH2:35])[CH2:13][O:14][C:15]([C:28]1[CH:33]=[CH:32][CH:31]=[CH:30][CH:29]=1)([C:22]1[CH:27]=[CH:26][CH:25]=[CH:24][CH:23]=1)[C:16]1[CH:21]=[CH:20][CH:19]=[CH:18][CH:17]=1.C1(C=CC(O)=CC=1)O. Product: [F:1][C:2]1[C:7]([F:8])=[CH:6][CH:5]=[CH:4][C:3]=1[C@:9]12[CH2:10][O:11][C@H:12]([CH2:13][O:14][C:15]([C:16]3[CH:21]=[CH:20][CH:19]=[CH:18][CH:17]=3)([C:22]3[CH:23]=[CH:24][CH:25]=[CH:26][CH:27]=3)[C:28]3[CH:29]=[CH:30][CH:31]=[CH:32][CH:33]=3)[C@H:34]1[CH2:35][O:37][NH:36]2. The catalyst class is: 11. (4) Reactant: Cl[C:2]1[N:7]=[CH:6][N:5]=[C:4]([NH2:8])[CH:3]=1.C(N(C(C)C)CC)(C)C.[F:18][C:19]([F:30])([F:29])[C:20]([NH:22][CH:23]1[CH2:28][CH2:27][CH2:26][NH:25][CH2:24]1)=[O:21]. The catalyst class is: 51. Product: [NH2:8][C:4]1[N:5]=[CH:6][N:7]=[C:2]([N:25]2[CH2:26][CH2:27][CH2:28][CH:23]([NH:22][C:20](=[O:21])[C:19]([F:18])([F:29])[F:30])[CH2:24]2)[CH:3]=1. (5) Reactant: [Br:1][C:2]1[CH:3]=[C:4]2[C:8](=[CH:9][CH:10]=1)[NH:7][C:6]([C:11]([NH2:13])=[O:12])=[C:5]2[S:14]([N:17]1[C:21](O)=[CH:20][CH:19]=[C:18]1O)(=[O:16])=[O:15].ClC1C=C(C=CC=1)C(OO)=[O:29].O1CCCC1. Product: [Br:1][C:2]1[CH:3]=[C:4]2[C:8](=[CH:9][CH:10]=1)[NH:7][C:6]([C:11]([NH2:13])=[O:12])=[C:5]2[S:14]([N:17]1[CH2:18][C@@H:19]2[C@@H:20]([O:29]2)[CH2:21]1)(=[O:16])=[O:15]. The catalyst class is: 21.